Task: Predict the product of the given reaction.. Dataset: Forward reaction prediction with 1.9M reactions from USPTO patents (1976-2016) The product is: [CH3:18][S:19]([O:6][CH2:5][CH2:4][C:3]1[CH:7]=[CH:8][CH:9]=[CH:10][C:2]=1[CH3:1])(=[O:21])=[O:20]. Given the reactants [CH3:1][C:2]1[CH:10]=[CH:9][CH:8]=[CH:7][C:3]=1[CH2:4][CH2:5][OH:6].C(N(CC)CC)C.[CH3:18][S:19](Cl)(=[O:21])=[O:20].O, predict the reaction product.